This data is from Catalyst prediction with 721,799 reactions and 888 catalyst types from USPTO. The task is: Predict which catalyst facilitates the given reaction. Reactant: Br[C:2]1[CH:7]=[CH:6][CH:5]=[CH:4][C:3]=1[N:8]1[C:23]([C:24]2[CH:29]=[CH:28][C:27]([Cl:30])=[CH:26][CH:25]=2)=[C:11]2[N:12]=[C:13]([CH3:22])[N:14]=[C:15]([O:16][CH2:17][C:18]([F:21])([F:20])[CH3:19])[C:10]2=[N:9]1.[CH3:31][N:32](C=O)C. The catalyst class is: 380. Product: [Cl:30][C:27]1[CH:28]=[CH:29][C:24]([C:23]2[N:8]([C:3]3[CH:4]=[CH:5][CH:6]=[CH:7][C:2]=3[C:31]#[N:32])[N:9]=[C:10]3[C:15]([O:16][CH2:17][C:18]([F:20])([F:21])[CH3:19])=[N:14][C:13]([CH3:22])=[N:12][C:11]=23)=[CH:25][CH:26]=1.